From a dataset of NCI-60 drug combinations with 297,098 pairs across 59 cell lines. Regression. Given two drug SMILES strings and cell line genomic features, predict the synergy score measuring deviation from expected non-interaction effect. (1) Drug 1: CCCS(=O)(=O)NC1=C(C(=C(C=C1)F)C(=O)C2=CNC3=C2C=C(C=N3)C4=CC=C(C=C4)Cl)F. Drug 2: C1=C(C(=O)NC(=O)N1)N(CCCl)CCCl. Cell line: A549. Synergy scores: CSS=20.6, Synergy_ZIP=-0.0171, Synergy_Bliss=-0.135, Synergy_Loewe=-7.26, Synergy_HSA=-1.87. (2) Drug 1: COC1=C(C=C2C(=C1)N=CN=C2NC3=CC(=C(C=C3)F)Cl)OCCCN4CCOCC4. Drug 2: C1CNP(=O)(OC1)N(CCCl)CCCl. Cell line: T-47D. Synergy scores: CSS=16.6, Synergy_ZIP=-5.60, Synergy_Bliss=-2.14, Synergy_Loewe=-22.5, Synergy_HSA=-0.613. (3) Drug 1: C1C(C(OC1N2C=C(C(=O)NC2=O)F)CO)O. Drug 2: B(C(CC(C)C)NC(=O)C(CC1=CC=CC=C1)NC(=O)C2=NC=CN=C2)(O)O. Cell line: SNB-19. Synergy scores: CSS=34.4, Synergy_ZIP=-3.40, Synergy_Bliss=-0.128, Synergy_Loewe=-11.1, Synergy_HSA=-1.25. (4) Drug 1: C1=CC(=CC=C1C#N)C(C2=CC=C(C=C2)C#N)N3C=NC=N3. Drug 2: C#CCC(CC1=CN=C2C(=N1)C(=NC(=N2)N)N)C3=CC=C(C=C3)C(=O)NC(CCC(=O)O)C(=O)O. Cell line: HCT116. Synergy scores: CSS=74.6, Synergy_ZIP=19.1, Synergy_Bliss=-3.39, Synergy_Loewe=56.8, Synergy_HSA=-2.36. (5) Drug 1: CN1C(=O)N2C=NC(=C2N=N1)C(=O)N. Drug 2: C1CN1C2=NC(=NC(=N2)N3CC3)N4CC4. Cell line: KM12. Synergy scores: CSS=20.0, Synergy_ZIP=-4.75, Synergy_Bliss=-2.07, Synergy_Loewe=-18.8, Synergy_HSA=-1.57. (6) Drug 1: CCC1=CC2CC(C3=C(CN(C2)C1)C4=CC=CC=C4N3)(C5=C(C=C6C(=C5)C78CCN9C7C(C=CC9)(C(C(C8N6C)(C(=O)OC)O)OC(=O)C)CC)OC)C(=O)OC.C(C(C(=O)O)O)(C(=O)O)O. Drug 2: C1C(C(OC1N2C=NC(=NC2=O)N)CO)O. Cell line: MALME-3M. Synergy scores: CSS=35.8, Synergy_ZIP=-3.93, Synergy_Bliss=0.129, Synergy_Loewe=-8.96, Synergy_HSA=1.88. (7) Drug 1: CS(=O)(=O)C1=CC(=C(C=C1)C(=O)NC2=CC(=C(C=C2)Cl)C3=CC=CC=N3)Cl. Drug 2: CCC1=C2CN3C(=CC4=C(C3=O)COC(=O)C4(CC)O)C2=NC5=C1C=C(C=C5)O. Cell line: ACHN. Synergy scores: CSS=37.8, Synergy_ZIP=0.482, Synergy_Bliss=0.941, Synergy_Loewe=-55.1, Synergy_HSA=-0.824.